From a dataset of Forward reaction prediction with 1.9M reactions from USPTO patents (1976-2016). Predict the product of the given reaction. (1) The product is: [NH2:30][C:28](=[O:29])[CH2:27][N:1]1[C:9]2[C:4](=[CH:5][CH:6]=[CH:7][CH:8]=2)[C:3]([CH2:10][CH:11]2[CH2:12][CH2:13][N:14]([C:17]([O:19][C:20]([CH3:23])([CH3:22])[CH3:21])=[O:18])[CH2:15][CH2:16]2)=[CH:2]1. Given the reactants [NH:1]1[C:9]2[C:4](=[CH:5][CH:6]=[CH:7][CH:8]=2)[C:3]([CH2:10][CH:11]2[CH2:16][CH2:15][N:14]([C:17]([O:19][C:20]([CH3:23])([CH3:22])[CH3:21])=[O:18])[CH2:13][CH2:12]2)=[CH:2]1.[H-].[Na+].Br[CH2:27][C:28]([NH2:30])=[O:29], predict the reaction product. (2) Given the reactants FC(F)(F)C(O)=O.[Cl:8][C:9]1[N:14]=[C:13]([N:15]2[CH2:20][CH2:19][N:18](C(OC(C)(C)C)=O)[CH2:17][CH2:16]2)[CH:12]=[N:11][CH:10]=1.[OH-].[Na+], predict the reaction product. The product is: [Cl:8][C:9]1[N:14]=[C:13]([N:15]2[CH2:16][CH2:17][NH:18][CH2:19][CH2:20]2)[CH:12]=[N:11][CH:10]=1. (3) Given the reactants Cl.[NH2:2][OH:3].C([O-])(=O)C.[Na+].[CH2:9]([O:16][C:17]1[CH:18]=[C:19]([CH:22]=[CH:23][C:24]=1[O:25][CH3:26])[CH:20]=O)[C:10]1[CH:15]=[CH:14][CH:13]=[CH:12][CH:11]=1, predict the reaction product. The product is: [CH2:9]([O:16][C:17]1[CH:18]=[C:19]([CH:22]=[CH:23][C:24]=1[O:25][CH3:26])[CH:20]=[N:2][OH:3])[C:10]1[CH:15]=[CH:14][CH:13]=[CH:12][CH:11]=1. (4) Given the reactants Br[C:2]1[CH:10]=[C:9]2[C:5]([CH:6]=[C:7]([C:11]3[CH:16]=[CH:15][C:14]([N+:17]([O-:19])=[O:18])=[CH:13][CH:12]=3)[NH:8]2)=[CH:4][CH:3]=1.CCCCCC.P(C(C)(C)C)(C(C)(C)C)C(C)(C)C.[CH3:39][N:40](C=O)C, predict the reaction product. The product is: [N+:17]([C:14]1[CH:15]=[CH:16][C:11]([C:7]2[NH:8][C:9]3[C:5]([CH:6]=2)=[CH:4][CH:3]=[C:2]([C:39]#[N:40])[CH:10]=3)=[CH:12][CH:13]=1)([O-:19])=[O:18]. (5) Given the reactants [N+:1]([C:4]1[CH:10]=[CH:9][C:7]([NH2:8])=[CH:6][CH:5]=1)([O-:3])=[O:2].N([O-])=O.[Na+].[CH3:15][C:16]1([CH3:35])[CH:20]([C:21]2[CH:26]=[CH:25][C:24]([CH3:27])=[CH:23][CH:22]=2)[C:19]2[C:28]([CH3:34])=[CH:29][C:30]([CH3:33])=[C:31]([CH3:32])[C:18]=2[O:17]1.C(#[N:38])C, predict the reaction product. The product is: [N+:1]([C:4]1[CH:10]=[CH:9][C:7]([N:8]=[N:38][C:29]2[C:30]([CH3:33])=[C:31]([CH3:32])[C:18]3[O:17][C:16]([CH3:35])([CH3:15])[CH:20]([C:21]4[CH:22]=[CH:23][C:24]([CH3:27])=[CH:25][CH:26]=4)[C:19]=3[C:28]=2[CH3:34])=[CH:6][CH:5]=1)([O-:3])=[O:2].